Task: Regression. Given two drug SMILES strings and cell line genomic features, predict the synergy score measuring deviation from expected non-interaction effect.. Dataset: NCI-60 drug combinations with 297,098 pairs across 59 cell lines Synergy scores: CSS=20.2, Synergy_ZIP=-9.11, Synergy_Bliss=0.220, Synergy_Loewe=-11.6, Synergy_HSA=0.0609. Cell line: SK-MEL-5. Drug 2: CCN(CC)CCCC(C)NC1=C2C=C(C=CC2=NC3=C1C=CC(=C3)Cl)OC. Drug 1: CN(CCCl)CCCl.Cl.